From a dataset of Reaction yield outcomes from USPTO patents with 853,638 reactions. Predict the reaction yield, written as a fraction of the theoretical maximum amount of product (1.0 means a 100% yield; for example, 0.34 means a 34% yield). (1) The reactants are [CH:1]([C:4]1[N:5]=[C:6]([C:12]2[CH:13]=[C:14]([NH:22][C:23]([NH:25][CH2:26][CH3:27])=[S:24])[CH:15]=[CH:16][C:17]=2[O:18][CH2:19][CH2:20][CH3:21])[NH:7][C:8](=[O:11])[C:9]=1[Br:10])([CH3:3])[CH3:2].I[CH3:29]. The catalyst is CO. The product is [CH:1]([C:4]1[N:5]=[C:6]([C:12]2[CH:13]=[C:14]([NH:22][C:23](=[N:25][CH2:26][CH3:27])[S:24][CH3:29])[CH:15]=[CH:16][C:17]=2[O:18][CH2:19][CH2:20][CH3:21])[NH:7][C:8](=[O:11])[C:9]=1[Br:10])([CH3:2])[CH3:3]. The yield is 0.850. (2) The reactants are Cl[C:2]1[C:7]2[N:8]=[C:9]([S:12][CH3:13])[N:10]=[CH:11][C:6]=2[CH:5]=[C:4]([CH3:14])[N:3]=1.[CH3:15][O:16][C:17]([CH3:21])([CH3:20])[CH2:18][NH2:19].C(N(CC)CC)C. The catalyst is CN1C(=O)CCC1.CCOC(C)=O. The product is [CH3:15][O:16][C:17]([CH3:21])([CH3:20])[CH2:18][NH:19][C:2]1[C:7]2[N:8]=[C:9]([S:12][CH3:13])[N:10]=[CH:11][C:6]=2[CH:5]=[C:4]([CH3:14])[N:3]=1. The yield is 0.610. (3) The reactants are [N:1]12[CH2:8][CH2:7][C:4]([C:9]([C:18]3[CH:23]=[CH:22][C:21]([CH3:24])=[CH:20][CH:19]=3)([C:11]3[CH:16]=[CH:15][C:14]([CH3:17])=[CH:13][CH:12]=3)[OH:10])([CH2:5][CH2:6]1)[CH2:3][CH2:2]2.[C:25]1([CH2:31][O:32][CH2:33][CH2:34][Br:35])[CH:30]=[CH:29][CH:28]=[CH:27][CH:26]=1. The catalyst is CC#N. The product is [Br-:35].[OH:10][C:9]([C:11]1[CH:16]=[CH:15][C:14]([CH3:17])=[CH:13][CH:12]=1)([C:18]1[CH:23]=[CH:22][C:21]([CH3:24])=[CH:20][CH:19]=1)[C:4]12[CH2:5][CH2:6][N+:1]([CH2:34][CH2:33][O:32][CH2:31][C:25]3[CH:30]=[CH:29][CH:28]=[CH:27][CH:26]=3)([CH2:8][CH2:7]1)[CH2:2][CH2:3]2. The yield is 0.531. (4) The reactants are [H-].[Na+].[CH3:3][CH:4]([CH3:7])[CH2:5][OH:6].[Br:8][C:9]1[N:13]2[CH:14]=[C:15]([C:21]3[CH:26]=[CH:25][C:24]([Cl:27])=[CH:23][C:22]=3[Cl:28])[C:16]([C:19]#[N:20])=[C:17](Cl)[C:12]2=[N:11][CH:10]=1. The catalyst is O. The product is [Br:8][C:9]1[N:13]2[CH:14]=[C:15]([C:21]3[CH:26]=[CH:25][C:24]([Cl:27])=[CH:23][C:22]=3[Cl:28])[C:16]([C:19]#[N:20])=[C:17]([O:6][CH2:5][CH:4]([CH3:7])[CH3:3])[C:12]2=[N:11][CH:10]=1. The yield is 0.630. (5) The reactants are [Cl:1][C:2]1[CH:3]=[N:4][CH:5]=[C:6]([Cl:24])[C:7]=1[S:8][C:9]1[S:13][C:12]([C:14]([NH:16][CH2:17][CH2:18][CH:19]=O)=[O:15])=[CH:11][C:10]=1[N+:21]([O-:23])=[O:22].[OH:25][CH:26]1[CH2:31][CH2:30][CH2:29][NH:28][CH2:27]1.C(O)(=O)C.[Na]. The catalyst is O1CCCC1.O. The product is [Cl:1][C:2]1[CH:3]=[N:4][CH:5]=[C:6]([Cl:24])[C:7]=1[S:8][C:9]1[S:13][C:12]([C:14]([NH:16][CH2:17][CH2:18][CH2:19][N:28]2[CH2:29][CH2:30][CH2:31][CH:26]([OH:25])[CH2:27]2)=[O:15])=[CH:11][C:10]=1[N+:21]([O-:23])=[O:22]. The yield is 0.370.